Dataset: Peptide-MHC class II binding affinity with 134,281 pairs from IEDB. Task: Regression. Given a peptide amino acid sequence and an MHC pseudo amino acid sequence, predict their binding affinity value. This is MHC class II binding data. (1) The peptide sequence is AAPEAARSLASSLPG. The MHC is DRB1_0901 with pseudo-sequence DRB1_0901. The binding affinity (normalized) is 0.409. (2) The peptide sequence is NYLALLVKYVNGDGD. The MHC is HLA-DQA10501-DQB10201 with pseudo-sequence HLA-DQA10501-DQB10201. The binding affinity (normalized) is 0.217. (3) The peptide sequence is KKWNSITVMPLLCGIGC. The MHC is DRB1_1301 with pseudo-sequence DRB1_1301. The binding affinity (normalized) is 0.666. (4) The peptide sequence is VQLIRMAEAEMVIHH. The MHC is HLA-DQA10102-DQB10501 with pseudo-sequence HLA-DQA10102-DQB10501. The binding affinity (normalized) is 0.622. (5) The peptide sequence is VFGGITYTDVLRYVILV. The MHC is DRB1_0101 with pseudo-sequence DRB1_0101. The binding affinity (normalized) is 0.172. (6) The peptide sequence is GGNMLETIRVTPDNF. The MHC is DRB1_0101 with pseudo-sequence DRB1_0101. The binding affinity (normalized) is 0.666. (7) The peptide sequence is LVGPTPVNIIGRDLLTQIGC. The binding affinity (normalized) is 0.364. The MHC is DRB1_1101 with pseudo-sequence DRB1_1101. (8) The peptide sequence is LIKTLQSKLSRNFTK. The binding affinity (normalized) is 0.786. The MHC is DRB1_0404 with pseudo-sequence DRB1_0404. (9) The MHC is DRB1_0405 with pseudo-sequence DRB1_0405. The peptide sequence is SYVHVNGAKFIDTQN. The binding affinity (normalized) is 0.367.